Dataset: Catalyst prediction with 721,799 reactions and 888 catalyst types from USPTO. Task: Predict which catalyst facilitates the given reaction. (1) Reactant: [H-].[Na+].[NH:3]1[CH2:9][CH2:8][CH2:7][CH2:6][CH2:5][C:4]1=[O:10].[CH2:11](Br)[C:12]1[CH:17]=[CH:16][CH:15]=[CH:14][CH:13]=1. Product: [CH2:11]([N:3]1[CH2:9][CH2:8][CH2:7][CH2:6][CH2:5][C:4]1=[O:10])[C:12]1[CH:17]=[CH:16][CH:15]=[CH:14][CH:13]=1. The catalyst class is: 1. (2) Reactant: [H-].[Na+].[N+:3]([C:6]1[CH:7]=[C:8]([CH:10]=[CH:11][CH:12]=1)[NH2:9])([O-:5])=[O:4].F[C:14]1[CH:15]=[CH:16][C:17]2[C:23](=[O:24])[C:22]3[CH:25]=[CH:26][CH:27]=[CH:28][C:21]=3[CH2:20][O:19][C:18]=2[CH:29]=1. Product: [N+:3]([C:6]1[CH:7]=[C:8]([CH:10]=[CH:11][CH:12]=1)[NH:9][C:14]1[CH:15]=[CH:16][C:17]2[C:23](=[O:24])[C:22]3[CH:25]=[CH:26][CH:27]=[CH:28][C:21]=3[CH2:20][O:19][C:18]=2[CH:29]=1)([O-:5])=[O:4]. The catalyst class is: 9. (3) Reactant: F[C:2]1[C:7]([C:8]2[CH:13]=[C:12]([O:14][CH2:15][C:16]3[CH:21]=[CH:20][CH:19]=[CH:18][N:17]=3)[N:11]=[C:10]3[CH2:22][CH2:23][CH2:24][C:9]=23)=[CH:6][CH:5]=[CH:4][N:3]=1.[C-:25]#[N:26].[Na+].O. Product: [N:17]1[CH:18]=[CH:19][CH:20]=[CH:21][C:16]=1[CH2:15][O:14][C:12]1[N:11]=[C:10]2[CH2:22][CH2:23][CH2:24][C:9]2=[C:8]([C:7]2[C:2]([C:25]#[N:26])=[N:3][CH:4]=[CH:5][CH:6]=2)[CH:13]=1. The catalyst class is: 16. (4) The catalyst class is: 8. Reactant: [CH3:1][C:2]1([CH3:10])[C@@H:7]2[CH2:8][C@H:3]1[CH2:4][CH2:5][C:6]2=O.Cl.[CH3:12][O:13][NH2:14].N1C=CC=CC=1. Product: [CH3:12][O:13][N:14]=[C:6]1[CH2:5][CH2:4][C@H:3]2[CH2:8][C@@H:7]1[C:2]2([CH3:10])[CH3:1]. (5) Reactant: [Cl:1][C:2]1[CH:7]=[C:6]([OH:8])[C:5]([OH:9])=[C:4]([N+:10]([O-:12])=[O:11])[CH:3]=1.C([O-])([O-])=O.[K+].[K+].CN(C=O)C.Br[CH2:25][CH2:26]Br. Product: [Cl:1][C:2]1[CH:3]=[C:4]([N+:10]([O-:12])=[O:11])[C:5]2[O:9][CH2:26][CH2:25][O:8][C:6]=2[CH:7]=1. The catalyst class is: 6. (6) Reactant: [NH:1]1[CH2:5][CH2:4][CH2:3][C@H:2]1[CH2:6][OH:7].C(N(CC)CC)C.[C:15](O[C:15]([O:16][C:17]([CH3:20])([CH3:19])[CH3:18])=[O:21])(=[O:21])[O:16][C:17]([CH3:20])([CH3:19])[CH3:18]. Product: [OH:7][CH2:6][C@@H:2]1[CH2:3][CH2:4][CH2:5][N:1]1[C:15]([O:16][C:17]([CH3:20])([CH3:19])[CH3:18])=[O:21]. The catalyst class is: 4. (7) Reactant: [CH:1]1[CH2:5][CH:4]=[CH:3][CH:2]=1.C([Li])CCC.Cl[CH2:12][Si:13]([O:18][CH3:19])([O:16][CH3:17])[O:14][CH3:15]. Product: [CH:2]1([CH2:12][Si:13]([O:18][CH3:19])([O:16][CH3:17])[O:14][CH3:15])[CH:1]=[CH:5][CH:4]=[CH:3]1. The catalyst class is: 7. (8) Reactant: [F:1][C:2]1[CH:7]=[C:6]([C:8]([F:11])([F:10])[F:9])[CH:5]=[CH:4][C:3]=1[C@:12]12[CH2:17][C@H:16]1[CH2:15][NH:14][CH2:13]2.Br[CH2:19][CH2:20][CH2:21][Cl:22]. Product: [Cl:22][CH2:21][CH2:20][CH2:19][N:14]1[CH2:15][C@H:16]2[C@:12]([C:3]3[CH:4]=[CH:5][C:6]([C:8]([F:11])([F:10])[F:9])=[CH:7][C:2]=3[F:1])([CH2:17]2)[CH2:13]1. The catalyst class is: 571. (9) Reactant: [Cl:1][C:2]1[C:11]2[C:6](=[CH:7][C:8]([O:14][CH2:15][CH:16]3[CH2:21][CH2:20][N:19]([CH3:22])[CH2:18][CH2:17]3)=[C:9]([O:12][CH3:13])[CH:10]=2)[N:5]=[CH:4][N:3]=1.[NH2:23][C:24]1[CH:25]=[C:26]2[C:30](=[CH:31][CH:32]=1)[NH:29][C:28]([CH3:33])=[C:27]2[CH3:34].Cl. Product: [ClH:1].[CH3:33][C:28]1[NH:29][C:30]2[C:26]([C:27]=1[CH3:34])=[CH:25][C:24]([NH:23][C:2]1[C:11]3[C:6](=[CH:7][C:8]([O:14][CH2:15][CH:16]4[CH2:21][CH2:20][N:19]([CH3:22])[CH2:18][CH2:17]4)=[C:9]([O:12][CH3:13])[CH:10]=3)[N:5]=[CH:4][N:3]=1)=[CH:32][CH:31]=2. The catalyst class is: 32.